Dataset: Forward reaction prediction with 1.9M reactions from USPTO patents (1976-2016). Task: Predict the product of the given reaction. (1) Given the reactants Cl.[NH2:2][C:3]1[CH:11]=[CH:10][C:6]([C:7]([NH2:9])=[NH:8])=[CH:5][CH:4]=1.[OH:12][C:13]1[CH:18]=[C:17]([C:19]2[CH:24]=[CH:23][C:22]([CH:25]([CH3:27])[CH3:26])=[CH:21][CH:20]=2)[C:16]([CH:28]=O)=[CH:15][C:14]=1[O:30][CH3:31].[CH2:32]1[C:40]2[C:35](=[CH:36][CH:37]=[CH:38][CH:39]=2)[CH:34]=[CH:33]1.[O-]S(C(F)(F)F)(=O)=O.[In+3].[O-]S(C(F)(F)F)(=O)=O.[O-]S(C(F)(F)F)(=O)=O, predict the reaction product. The product is: [OH:12][C:13]1[C:14]([O:30][CH3:31])=[CH:15][C:16]([CH:28]2[CH:33]3[CH2:34][C:35]4[C:40]([CH:32]3[C:11]3[C:3](=[CH:4][CH:5]=[C:6]([C:7]([NH2:9])=[NH:8])[CH:10]=3)[NH:2]2)=[CH:39][CH:38]=[CH:37][CH:36]=4)=[C:17]([C:19]2[CH:20]=[CH:21][C:22]([CH:25]([CH3:27])[CH3:26])=[CH:23][CH:24]=2)[CH:18]=1. (2) Given the reactants [Cl:1][C:2]1[CH:7]=[CH:6][CH:5]=[CH:4][C:3]=1[S:8]([C@H:11]1[CH2:15][NH:14][C@H:13]([C:16]([NH:18][C:19]2([C:22]#[N:23])[CH2:21][CH2:20]2)=[O:17])[CH2:12]1)(=[O:10])=[O:9].[O:24]1[CH2:29][CH2:28][CH:27]([N:30]2[CH2:33][CH2:32][CH:31]2[C:34]([O-:36])=[O:35])[CH2:26][CH2:25]1.[Li+], predict the reaction product. The product is: [CH:34]([OH:36])=[O:35].[Cl:1][C:2]1[CH:7]=[CH:6][CH:5]=[CH:4][C:3]=1[S:8]([C@H:11]1[CH2:15][N:14]([C:34]([CH:31]2[CH2:32][CH2:33][N:30]2[CH:27]2[CH2:28][CH2:29][O:24][CH2:25][CH2:26]2)=[O:35])[C@H:13]([C:16]([NH:18][C:19]2([C:22]#[N:23])[CH2:21][CH2:20]2)=[O:17])[CH2:12]1)(=[O:10])=[O:9]. (3) Given the reactants O.[OH-].[Li+].[CH3:4][C:5]([CH3:41])([CH3:40])[CH2:6][O:7][CH2:8][C@@H:9]([C:36]([O:38]C)=[O:37])[NH:10][C:11]([C:13]1[C:22]([NH:23][C:24]([NH:26][C:27]2[C:32]([CH3:33])=[CH:31][C:30]([CH3:34])=[CH:29][C:28]=2[CH3:35])=[O:25])=[CH:21][C:20]2[C:15](=[CH:16][CH:17]=[CH:18][CH:19]=2)[CH:14]=1)=[O:12].O.Cl, predict the reaction product. The product is: [CH3:4][C:5]([CH3:41])([CH3:40])[CH2:6][O:7][CH2:8][C@@H:9]([C:36]([OH:38])=[O:37])[NH:10][C:11]([C:13]1[C:22]([NH:23][C:24]([NH:26][C:27]2[C:32]([CH3:33])=[CH:31][C:30]([CH3:34])=[CH:29][C:28]=2[CH3:35])=[O:25])=[CH:21][C:20]2[C:15](=[CH:16][CH:17]=[CH:18][CH:19]=2)[CH:14]=1)=[O:12]. (4) Given the reactants [CH3:1][O:2][C:3]1[CH:4]=[CH:5][CH:6]=[C:7]2[C:15]=1[NH:14][C:13]1[CH:12]=[N:11][CH:10]=[CH:9][C:8]2=1.[Cl:16]N1C(=O)CCC1=O, predict the reaction product. The product is: [Cl:16][C:4]1[C:3]([O:2][CH3:1])=[C:15]2[C:7]([C:8]3[CH:9]=[CH:10][N:11]=[CH:12][C:13]=3[NH:14]2)=[CH:6][CH:5]=1. (5) Given the reactants C(O[C:5](=[O:7])[CH3:6])(=O)C.[CH3:8][C:9]1[CH:10]=[C:11]([CH:13]=[CH:14][C:15]=1[CH3:16])[NH2:12], predict the reaction product. The product is: [CH3:8][C:9]1[CH:10]=[C:11]([NH:12][C:5](=[O:7])[CH3:6])[CH:13]=[CH:14][C:15]=1[CH3:16]. (6) Given the reactants O1CCCC1.C([O:8][C:9]([CH:11]([C:24]#[C:25][C:26]1[CH:31]=[CH:30][CH:29]=[CH:28][CH:27]=1)[CH2:12][NH:13][C:14]1[C:23]2[C:18](=[CH:19][CH:20]=[CH:21][CH:22]=2)[N:17]=[CH:16][N:15]=1)=O)C.[CH3:32][NH2:33], predict the reaction product. The product is: [CH3:32][NH:33][C:9]([CH:11]([C:24]#[C:25][C:26]1[CH:31]=[CH:30][CH:29]=[CH:28][CH:27]=1)[CH2:12][NH:13][C:14]1[C:23]2[C:18](=[CH:19][CH:20]=[CH:21][CH:22]=2)[N:17]=[CH:16][N:15]=1)=[O:8]. (7) Given the reactants [CH3:1][O:2][C:3]1[CH:8]=[CH:7][CH:6]=[CH:5][C:4]=1[C:9]1[C:17]2[C:16]([NH:18][C@H:19]([C:21]3[N:26]([C:27]4[CH:32]=[CH:31][CH:30]=[CH:29][CH:28]=4)[C:25](=[O:33])[C:24]4=[C:34]([CH3:37])[CH:35]=[CH:36][N:23]4[N:22]=3)[CH3:20])=[N:15][CH:14]=[N:13][C:12]=2[N:11](COCC[Si](C)(C)C)[CH:10]=1.FC(F)(F)C(O)=O.N, predict the reaction product. The product is: [CH3:1][O:2][C:3]1[CH:8]=[CH:7][CH:6]=[CH:5][C:4]=1[C:9]1[C:17]2[C:16]([NH:18][C@H:19]([C:21]3[N:26]([C:27]4[CH:28]=[CH:29][CH:30]=[CH:31][CH:32]=4)[C:25](=[O:33])[C:24]4=[C:34]([CH3:37])[CH:35]=[CH:36][N:23]4[N:22]=3)[CH3:20])=[N:15][CH:14]=[N:13][C:12]=2[NH:11][CH:10]=1.